From a dataset of Forward reaction prediction with 1.9M reactions from USPTO patents (1976-2016). Predict the product of the given reaction. (1) Given the reactants [CH3:1][O:2][C:3](=[O:15])[CH2:4]OC1C=CC=C2C=1C=CN2.[OH:16][C:17]1[CH:25]=[C:24]2[C:20]([CH:21]=[CH:22][NH:23]2)=[CH:19][CH:18]=1, predict the reaction product. The product is: [CH3:1][O:2][C:3](=[O:15])[CH2:4][O:16][C:17]1[CH:25]=[C:24]2[C:20]([CH:21]=[CH:22][NH:23]2)=[CH:19][CH:18]=1. (2) Given the reactants C(OC(=O)[CH2:5][O:6][CH:7]1[CH2:12][CH2:11][CH:10]([N:13]2[C:18](=[O:19])[C:17]([CH2:20][C:21]3[CH:26]=[CH:25][C:24]([C:27]4[CH:32]=[CH:31][CH:30]=[CH:29][C:28]=4[C:33]#[N:34])=[CH:23][CH:22]=3)=[C:16]([CH2:35][CH2:36][CH3:37])[N:15]3[N:38]=[C:39]([CH3:41])[N:40]=[C:14]23)[CH2:9][CH2:8]1)C.C[Mg]Br.Cl, predict the reaction product. The product is: [OH:6][C:7]([CH3:12])([CH3:8])[CH2:5][O:6][C@H:7]1[CH2:8][CH2:9][C@H:10]([N:13]2[C:18](=[O:19])[C:17]([CH2:20][C:21]3[CH:22]=[CH:23][C:24]([C:27]4[C:28]([C:33]#[N:34])=[CH:29][CH:30]=[CH:31][CH:32]=4)=[CH:25][CH:26]=3)=[C:16]([CH2:35][CH2:36][CH3:37])[N:15]3[N:38]=[C:39]([CH3:41])[N:40]=[C:14]23)[CH2:11][CH2:12]1. (3) Given the reactants F[C:2]1[CH:7]=[CH:6][C:5]([C:8]2[O:9][C:10]3[CH:16]=[CH:15][CH:14]=[CH:13][C:11]=3[N:12]=2)=[CH:4][C:3]=1[N+:17]([O-:19])=[O:18].C(=O)([O-])O.[Na+].[CH2:25]([NH2:32])[C:26]1[CH:31]=[CH:30][CH:29]=[CH:28][CH:27]=1.O, predict the reaction product. The product is: [CH2:25]([NH:32][C:2]1[CH:7]=[CH:6][C:5]([C:8]2[O:9][C:10]3[CH:16]=[CH:15][CH:14]=[CH:13][C:11]=3[N:12]=2)=[CH:4][C:3]=1[N+:17]([O-:19])=[O:18])[C:26]1[CH:31]=[CH:30][CH:29]=[CH:28][CH:27]=1. (4) Given the reactants Cl[S:2]([CH2:5][C:6]([O:8][CH3:9])=[O:7])(=[O:4])=[O:3].[CH3:10][NH:11][C:12]1[CH:17]=[CH:16][CH:15]=[CH:14][CH:13]=1.Cl, predict the reaction product. The product is: [CH3:10][N:11]([C:12]1[CH:17]=[CH:16][CH:15]=[CH:14][CH:13]=1)[S:2]([CH2:5][C:6]([O:8][CH3:9])=[O:7])(=[O:4])=[O:3]. (5) Given the reactants [F:1][C:2]1[CH:14]=[C:13]([N+:15]([O-])=O)[C:12]([F:18])=[CH:11][C:3]=1[C:4]([O:6][C:7]([CH3:10])([CH3:9])[CH3:8])=[O:5], predict the reaction product. The product is: [NH2:15][C:13]1[C:12]([F:18])=[CH:11][C:3]([C:4]([O:6][C:7]([CH3:10])([CH3:9])[CH3:8])=[O:5])=[C:2]([F:1])[CH:14]=1. (6) Given the reactants [CH3:1][C:2]1[N:3]=[C:4]2[C:13]3[CH2:12][CH:11]([C:14]4[CH:19]=[CH:18][CH:17]=[CH:16][CH:15]=4)[CH2:10][CH2:9][C:8]=3[C:7]([C:20](O)=[O:21])=[CH:6][N:5]2[C:23]=1[CH3:24].CN(C(O[N:33]1N=NC2C=[CH:37][CH:38]=[CH:39][C:34]1=2)=[N+](C)C)C.[B-](F)(F)(F)F.N1CCCC1.[Cl-].[NH4+], predict the reaction product. The product is: [CH3:1][C:2]1[N:3]=[C:4]2[C:13]3[CH2:12][CH:11]([C:14]4[CH:15]=[CH:16][CH:17]=[CH:18][CH:19]=4)[CH2:10][CH2:9][C:8]=3[C:7]([C:20]([N:33]3[CH2:34][CH2:39][CH2:38][CH2:37]3)=[O:21])=[CH:6][N:5]2[C:23]=1[CH3:24].